This data is from Catalyst prediction with 721,799 reactions and 888 catalyst types from USPTO. The task is: Predict which catalyst facilitates the given reaction. (1) Reactant: [C:1]([O:5][C:6]([N:8]1[C:13]2[CH:14]=[C:15]([Cl:21])[C:16]([N:18]([CH3:20])[CH3:19])=[CH:17][C:12]=2[O:11][CH:10]([C:22](O)=[O:23])[CH2:9]1)=[O:7])([CH3:4])([CH3:3])[CH3:2].[NH2:25][CH2:26][C:27]1([OH:41])[CH2:32][CH2:31][N:30]([CH2:33][C:34]2[CH:39]=[CH:38][C:37]([F:40])=[CH:36][CH:35]=2)[CH2:29][CH2:28]1.CCN=C=NCCCN(C)C.C1C=CC2N(O)N=NC=2C=1.CCN(C(C)C)C(C)C. Product: [C:1]([O:5][C:6]([N:8]1[C:13]2[CH:14]=[C:15]([Cl:21])[C:16]([N:18]([CH3:19])[CH3:20])=[CH:17][C:12]=2[O:11][CH:10]([C:22](=[O:23])[NH:25][CH2:26][C:27]2([OH:41])[CH2:28][CH2:29][N:30]([CH2:33][C:34]3[CH:39]=[CH:38][C:37]([F:40])=[CH:36][CH:35]=3)[CH2:31][CH2:32]2)[CH2:9]1)=[O:7])([CH3:4])([CH3:2])[CH3:3]. The catalyst class is: 18. (2) The catalyst class is: 36. Reactant: [CH2:1]([O:8][C:9]([NH:11][C:12]1([C:20]2[NH:21][C:22](=O)[C:23]([OH:31])=[C:24]([C:26]([O:28][CH2:29][CH3:30])=[O:27])[N:25]=2)[CH2:17][CH2:16][CH:15]([CH2:18][OH:19])[CH2:14][CH2:13]1)=[O:10])[C:2]1[CH:7]=[CH:6][CH:5]=[CH:4][CH:3]=1.[CH3:33][S:34](Cl)(=[O:36])=[O:35].C(N(CC)CC)C.C([O-])([O-])=O.[K+].[K+]. Product: [CH2:1]([O:8][C:9]([NH:11][C:12]1([C:20]2[NH:21][CH2:22][C:23]([O:31][S:34]([CH3:33])(=[O:36])=[O:35])=[C:24]([C:26]([O:28][CH2:29][CH3:30])=[O:27])[N:25]=2)[CH2:17][CH2:16][CH:15]([CH2:18][O:19][S:34]([CH3:33])(=[O:36])=[O:35])[CH2:14][CH2:13]1)=[O:10])[C:2]1[CH:7]=[CH:6][CH:5]=[CH:4][CH:3]=1. (3) Reactant: Cl.[F:2][C:3]1[CH:8]=[C:7]([O:9][CH2:10][CH:11]2[CH2:16][CH2:15][NH:14][CH2:13][CH2:12]2)[CH:6]=[CH:5][C:4]=1[C:17]1[CH:22]=[CH:21][C:20]([OH:23])=[CH:19][CH:18]=1.[F:24][C:25]([F:34])([F:33])[C:26]1([C:30](O)=[O:31])[CH2:29][CH2:28][CH2:27]1.F[P-](F)(F)(F)(F)F.N1(O[P+](N(C)C)(N(C)C)N(C)C)C2[CH:47]=[CH:48][CH:49]=[CH:50][C:45]=2N=N1.[OH2:62]. Product: [F:24][C:25]([F:34])([F:33])[C:48]1([C:47]([O:23][C:20]2[CH:19]=[CH:18][C:17]([C:4]3[CH:5]=[CH:6][C:7]([O:9][CH2:10][CH:11]4[CH2:16][CH2:15][N:14]([C:30]([C:26]5([C:25]([F:34])([F:33])[F:24])[CH2:29][CH2:28][CH2:27]5)=[O:31])[CH2:13][CH2:12]4)=[CH:8][C:3]=3[F:2])=[CH:22][CH:21]=2)=[O:62])[CH2:49][CH2:50][CH2:45]1. The catalyst class is: 3. (4) Reactant: [CH3:1][C:2]1[CH:7]=[C:6]([C:8]([O:10][CH3:11])=[O:9])[CH:5]=[CH:4][N:3]=1.[CH3:12][OH:13]. Product: [OH:13][CH2:12][C:4]1[CH:5]=[C:6]([C:8]([O:10][CH3:11])=[O:9])[CH:7]=[C:2]([CH3:1])[N:3]=1. The catalyst class is: 6. (5) Reactant: [O:1]=[C:2]([C:7]1[CH:17]=[CH:16][C:10]([C:11]([O:13]CC)=[O:12])=[CH:9][CH:8]=1)[CH:3]([CH3:6])[CH2:4][CH3:5].[OH-].[Na+]. Product: [O:1]=[C:2]([C:7]1[CH:8]=[CH:9][C:10]([C:11]([OH:13])=[O:12])=[CH:16][CH:17]=1)[CH:3]([CH3:6])[CH2:4][CH3:5]. The catalyst class is: 24.